Dataset: Full USPTO retrosynthesis dataset with 1.9M reactions from patents (1976-2016). Task: Predict the reactants needed to synthesize the given product. Given the product [Cl:10][C:11]1[CH:12]=[CH:13][C:14]([O:26][CH2:27][C:28]2[CH:29]=[CH:30][CH:31]=[CH:32][CH:33]=2)=[C:15]([CH2:17][N:18]2[C:22]([CH3:23])=[CH:21][C:20]([N:24]([CH3:25])[C:1](=[O:8])[C:2]3[CH:7]=[CH:6][CH:5]=[CH:4][CH:3]=3)=[N:19]2)[CH:16]=1, predict the reactants needed to synthesize it. The reactants are: [C:1](Cl)(=[O:8])[C:2]1[CH:7]=[CH:6][CH:5]=[CH:4][CH:3]=1.[Cl:10][C:11]1[CH:12]=[CH:13][C:14]([O:26][CH2:27][C:28]2[CH:33]=[CH:32][CH:31]=[CH:30][CH:29]=2)=[C:15]([CH2:17][N:18]2[C:22]([CH3:23])=[CH:21][C:20]([NH:24][CH3:25])=[N:19]2)[CH:16]=1.C(N(CC)CC)C.CCOCC.CCCCCC.